From a dataset of Forward reaction prediction with 1.9M reactions from USPTO patents (1976-2016). Predict the product of the given reaction. (1) Given the reactants [C:1]([C:3]1[CH:4]=[C:5]([CH:20]=[C:21](C#N)[CH:22]=1)[O:6][C:7]1[C:8]([F:19])=[C:9]([CH2:15][C:16]([OH:18])=[O:17])[CH:10]=[CH:11][C:12]=1[O:13][CH3:14])#[N:2].C(C1C=C(C=C(C(F)F)C=1)OC1C(F)=C(CC(O)=O)C=CC=1OC)#N.CN1C2C(C(OC)=O)C(OC(C3C=CC(F)=CC=3)C3C=CC(F)=CC=3)CC1CC2.[Cl:79]C1C=C(C=C(O)C=1)C#N, predict the reaction product. The product is: [Cl:79][C:21]1[CH:20]=[C:5]([CH:4]=[C:3]([C:1]#[N:2])[CH:22]=1)[O:6][C:7]1[C:8]([F:19])=[C:9]([CH2:15][C:16]([OH:18])=[O:17])[CH:10]=[CH:11][C:12]=1[O:13][CH3:14]. (2) Given the reactants [C:1]([O:5][C:6]([N:8]1[CH2:13][CH2:12][C:11](=[C:14]([Br:29])[C:15]2[CH:20]=[CH:19][C:18]([C:21]([N:23]3[CH2:28][CH2:27]O[CH2:25][CH2:24]3)=[O:22])=[CH:17][CH:16]=2)[CH2:10][CH2:9]1)=[O:7])([CH3:4])([CH3:3])[CH3:2].N1CCCC[CH2:31]1, predict the reaction product. The product is: [C:1]([O:5][C:6]([N:8]1[CH2:13][CH2:12][C:11](=[C:14]([Br:29])[C:15]2[CH:20]=[CH:19][C:18]([C:21]([N:23]3[CH2:24][CH2:25][CH2:31][CH2:27][CH2:28]3)=[O:22])=[CH:17][CH:16]=2)[CH2:10][CH2:9]1)=[O:7])([CH3:4])([CH3:2])[CH3:3].